Task: Predict the reactants needed to synthesize the given product.. Dataset: Full USPTO retrosynthesis dataset with 1.9M reactions from patents (1976-2016) Given the product [Cl:7][C:8]1[C:16]([Cl:17])=[C:15]2[C:11]([CH2:12][C:13]([CH:20]3[CH2:24][CH2:23][CH2:22][CH2:21]3)([CH3:19])[C:14]2=[O:18])=[CH:10][C:9]=1[O:25][CH2:27][CH2:28][O:29][C:30]1[CH:37]=[CH:36][C:33]([C:34]#[N:35])=[CH:32][CH:31]=1, predict the reactants needed to synthesize it. The reactants are: C(=O)([O-])[O-].[K+].[K+].[Cl:7][C:8]1[C:16]([Cl:17])=[C:15]2[C:11]([CH2:12][C:13]([CH:20]3[CH2:24][CH2:23][CH2:22][CH2:21]3)([CH3:19])[C:14]2=[O:18])=[CH:10][C:9]=1[OH:25].Br[CH2:27][CH2:28][O:29][C:30]1[CH:37]=[CH:36][C:33]([C:34]#[N:35])=[CH:32][CH:31]=1.